From a dataset of Blood-brain barrier permeability classification from the B3DB database. Regression/Classification. Given a drug SMILES string, predict its absorption, distribution, metabolism, or excretion properties. Task type varies by dataset: regression for continuous measurements (e.g., permeability, clearance, half-life) or binary classification for categorical outcomes (e.g., BBB penetration, CYP inhibition). Dataset: b3db_classification. (1) The compound is C=C1C(=CC=C2CCCC3(C)C2CCC3C(C)CCCC(C)C)CC(O)CC1O. The result is 0 (does not penetrate BBB). (2) The drug is CP(C)(=O)CN1C(=O)CN=C(c2ccccc2)c2cc(Cl)ccc21. The result is 1 (penetrates BBB). (3) The molecule is Cc1cc(C)n(CCNC(=O)[C@H]2Cc3cc(Cl)ccc3N2)c(=O)n1. The result is 0 (does not penetrate BBB). (4) The molecule is O[C@@H](c1cc(C(F)(F)F)nc2c(C(F)(F)F)cccc12)[C@H]1CCCCN1. The result is 1 (penetrates BBB). (5) The drug is COc1ccccc1CCCNC(=O)CCSc1ccccc1. The result is 1 (penetrates BBB).